From a dataset of Forward reaction prediction with 1.9M reactions from USPTO patents (1976-2016). Predict the product of the given reaction. (1) Given the reactants [Cl:1][C:2]1[CH:3]=[C:4]([CH:6]=[C:7]([Cl:9])[CH:8]=1)[NH2:5].[CH2:10]([C:12](=O)[C:13]([O-:15])=[O:14])[CH3:11].[CH3:17][C:18]1[CH:25]=[C:24]([CH3:26])[CH:23]=[CH:22][C:19]=1C=C.F[C:28](F)(F)[C:29](O)=O, predict the reaction product. The product is: [CH2:28]([O:15][C:13]([CH:12]1[CH2:10][CH:11]([C:19]2[CH:22]=[CH:23][C:24]([CH3:26])=[CH:25][C:18]=2[CH3:17])[C:3]2[C:4](=[CH:6][C:7]([Cl:9])=[CH:8][C:2]=2[Cl:1])[NH:5]1)=[O:14])[CH3:29]. (2) Given the reactants [OH:1][C:2]([CH3:35])([CH3:34])[CH2:3][C@@:4]1([C:28]2[CH:33]=[CH:32][CH:31]=[CH:30][CH:29]=2)[O:9][C:8](=[O:10])[N:7]([C@H:11]([C:13]2[CH:18]=[CH:17][C:16](B3OC(C)(C)C(C)(C)O3)=[CH:15][CH:14]=2)[CH3:12])[CH2:6][CH2:5]1.Br[C:37]1[CH:42]=[CH:41][N:40]([CH2:43][C:44]([OH:47])([CH3:46])[CH3:45])[C:39](=[O:48])[CH:38]=1, predict the reaction product. The product is: [OH:1][C:2]([CH3:35])([CH3:34])[CH2:3][C@@:4]1([C:28]2[CH:29]=[CH:30][CH:31]=[CH:32][CH:33]=2)[O:9][C:8](=[O:10])[N:7]([C@H:11]([C:13]2[CH:14]=[CH:15][C:16]([C:37]3[CH:42]=[CH:41][N:40]([CH2:43][C:44]([OH:47])([CH3:45])[CH3:46])[C:39](=[O:48])[CH:38]=3)=[CH:17][CH:18]=2)[CH3:12])[CH2:6][CH2:5]1. (3) Given the reactants [ClH:1].[CH3:2][C:3]1[N:4]=[C:5]([N+:13]([O-:15])=[O:14])[N:6]([CH2:8][CH:9]=[C:10]([CH3:12])[CH3:11])[CH:7]=1.[N:16]([O:18]CCC(C)C)=O, predict the reaction product. The product is: [Cl:1][C:10]([CH3:12])([CH3:11])[CH:9]([N:16]=[O:18])[CH2:8][N:6]1[CH:7]=[C:3]([CH3:2])[N:4]=[C:5]1[N+:13]([O-:15])=[O:14]. (4) Given the reactants Br[C:2]1[CH:6]=[CH:5][S:4][C:3]=1[CH:7]=[O:8].[F:9][C:10]([F:21])([F:20])[C:11]1[CH:16]=[CH:15][C:14](B(O)O)=[CH:13][CH:12]=1.C(N(CC)CC)C.C(=O)([O-])[O-].[Na+].[Na+], predict the reaction product. The product is: [F:9][C:10]([F:21])([F:20])[C:11]1[CH:16]=[CH:15][C:14]([C:2]2[CH:6]=[CH:5][S:4][C:3]=2[CH:7]=[O:8])=[CH:13][CH:12]=1. (5) Given the reactants [Cl:1][C:2]1[CH:7]=[CH:6][C:5]([C:8]2[CH:13]=[CH:12][CH:11]=[C:10]([F:14])[CH:9]=2)=[CH:4][N:3]=1.[CH:15]([N:18]1[CH2:23][CH2:22][NH:21][CH2:20][CH2:19]1)([CH3:17])[CH3:16], predict the reaction product. The product is: [ClH:1].[F:14][C:10]1[CH:9]=[C:8]([C:5]2[CH:6]=[CH:7][C:2]([N:21]3[CH2:22][CH2:23][N:18]([CH:15]([CH3:17])[CH3:16])[CH2:19][CH2:20]3)=[N:3][CH:4]=2)[CH:13]=[CH:12][CH:11]=1.